This data is from Full USPTO retrosynthesis dataset with 1.9M reactions from patents (1976-2016). The task is: Predict the reactants needed to synthesize the given product. The reactants are: [CH3:1][NH:2][CH3:3].C1COCC1.CCN(C(C)C)C(C)C.[Cl:18][C:19]1[CH:20]=[C:21]([S:26](Cl)(=[O:28])=[O:27])[CH:22]=[CH:23][C:24]=1[F:25].Cl. Given the product [Cl:18][C:19]1[CH:20]=[C:21]([S:26]([N:2]([CH3:3])[CH3:1])(=[O:27])=[O:28])[CH:22]=[CH:23][C:24]=1[F:25], predict the reactants needed to synthesize it.